From a dataset of Forward reaction prediction with 1.9M reactions from USPTO patents (1976-2016). Predict the product of the given reaction. (1) Given the reactants [CH3:1][O:2][CH2:3][CH2:4][O:5][C:6]1[C:11]([CH2:12]O)=[CH:10][CH:9]=[CH:8][N:7]=1.CCN(C(C)C)C(C)C.S(Cl)(C)(=O)=O.[NH2:28][C:29]1[CH:34]=[CH:33][C:32]([O:35][CH2:36][C:37]#[CH:38])=[CH:31][C:30]=1[C:39]([C:41]1[CH:46]=[CH:45][C:44]([CH:47]([CH3:49])[CH3:48])=[CH:43][CH:42]=1)=[O:40], predict the reaction product. The product is: [CH:47]([C:44]1[CH:43]=[CH:42][C:41]([C:39]([C:30]2[CH:31]=[C:32]([O:35][CH2:36][C:37]#[CH:38])[CH:33]=[CH:34][C:29]=2[NH:28][CH2:12][C:11]2[C:6]([O:5][CH2:4][CH2:3][O:2][CH3:1])=[N:7][CH:8]=[CH:9][CH:10]=2)=[O:40])=[CH:46][CH:45]=1)([CH3:49])[CH3:48]. (2) Given the reactants [C:1]([OH:20])(=[O:19])[CH2:2][CH2:3][CH2:4][CH2:5][CH2:6][CH2:7][CH2:8]/[CH:9]=[CH:10]\[CH2:11][CH2:12][CH2:13][CH2:14][CH2:15][CH2:16][CH2:17][CH3:18].C([OH:31])CCCCCCC(C)C.[OH-].[Mg+2:33].[OH-].[C:35](=[O:37])=[O:36], predict the reaction product. The product is: [C:1]1([OH:20])[CH:2]=[CH:3][CH:4]=[CH:5][CH:6]=1.[C:1]([O-:20])(=[O:19])[CH2:2][CH2:3][CH2:4][CH2:5][CH2:6][CH2:7][CH2:8]/[CH:9]=[CH:10]\[CH2:11][CH2:12][CH2:13][CH2:14][CH2:15][CH2:16][CH2:17][CH3:18].[Mg+2:33].[C:1]([O-:20])(=[O:19])[CH2:2][CH2:3][CH2:4][CH2:5][CH2:6][CH2:7][CH2:8]/[CH:9]=[CH:10]\[CH2:11][CH2:12][CH2:13][CH2:14][CH2:15][CH2:16][CH2:17][CH3:18].[C:35](=[O:31])([O-:37])[O-:36].